Task: Binary Classification. Given a drug SMILES string, predict its activity (active/inactive) in a high-throughput screening assay against a specified biological target.. Dataset: Tyrosyl-DNA phosphodiesterase HTS with 341,365 compounds (1) The molecule is O=C(Nc1cc2CCCc2cc1)CN(Cc1ccc(cc1)CC)C. The result is 0 (inactive). (2) The compound is O(C(=O)C1(CCCN(C1)Cc1cc(c(OCC)cc1)CO)Cc1ccccc1)CC. The result is 0 (inactive). (3) The compound is Clc1c(CNC(=O)CSc2[nH]nc(c(=O)n2)C)cccc1. The result is 0 (inactive). (4) The drug is O(C(=O)c1[nH]c2c(c1NC(OC)=O)cc(OC)cc2)CC. The result is 0 (inactive). (5) The drug is S=C(N1CC(CCC1)C(=O)N1CCCC1)Nc1ccc(cc1)C(OCC)=O. The result is 0 (inactive). (6) The compound is S(c1ccc(NC(=O)Nc2ccc(cc2)C(=O)NCC(O)=O)cc1)C. The result is 1 (active). (7) The molecule is s1cc(CC(=O)N(CC(=O)Nc2ccc(OC)cc2)C)cc1. The result is 0 (inactive). (8) The molecule is Clc1cc(NC(=O)N(C2CCN(CC2)Cc2ccccc2)Cc2cc3OCOc3cc2)c(cc1)C. The result is 0 (inactive).